Task: Predict which catalyst facilitates the given reaction.. Dataset: Catalyst prediction with 721,799 reactions and 888 catalyst types from USPTO (1) Reactant: Br[C:2]1[CH:3]=[C:4]2[C:8](=[C:9]([Cl:11])[CH:10]=1)[C:7](=[O:12])[N:6]([CH2:13][CH:14]1[CH2:19][CH2:18][C:17]([F:21])([F:20])[CH2:16][CH2:15]1)[CH2:5]2.[CH3:22][N:23](C=O)C. Product: [Cl:11][C:9]1[CH:10]=[C:2]([C:22]#[N:23])[CH:3]=[C:4]2[C:8]=1[C:7](=[O:12])[N:6]([CH2:13][CH:14]1[CH2:19][CH2:18][C:17]([F:21])([F:20])[CH2:16][CH2:15]1)[CH2:5]2. The catalyst class is: 380. (2) Reactant: N[C:2]1[CH:15]=[CH:14][C:13]2[C:12]3[C:7](=[CH:8][CH:9]=[CH:10][CH:11]=3)[CH2:6][CH2:5][C:4]=2[CH:3]=1.Cl.N([O-])=O.[Na+].[I-:21].[K+]. Product: [I:21][C:2]1[CH:15]=[CH:14][C:13]2[C:12]3[C:7](=[CH:8][CH:9]=[CH:10][CH:11]=3)[CH2:6][CH2:5][C:4]=2[CH:3]=1. The catalyst class is: 411. (3) Reactant: I[CH:2]([CH3:4])[CH3:3].CCN(C(C)C)C(C)C.[OH:14][C:15]1[CH:20]=[C:19]([O:21][CH2:22][CH2:23][O:24][CH2:25][CH2:26][O:27][CH3:28])[CH:18]=[CH:17][C:16]=1[C:29]1[S:30][CH2:31][C@:32]([CH3:37])([C:34]([OH:36])=[O:35])[N:33]=1. Product: [OH:14][C:15]1[CH:20]=[C:19]([O:21][CH2:22][CH2:23][O:24][CH2:25][CH2:26][O:27][CH3:28])[CH:18]=[CH:17][C:16]=1[C:29]1[S:30][CH2:31][C@:32]([CH3:37])([C:34]([O:36][CH:2]([CH3:4])[CH3:3])=[O:35])[N:33]=1. The catalyst class is: 3. (4) Reactant: [CH2:1]([C:6]1[N:7]([CH2:34][CH2:35][CH3:36])[N:8]=[C:9]2[C:18]=1[C:17]1[CH:16]=[CH:15][CH:14]=[CH:13][C:12]=1[N:11]=[C:10]2[N:19](C(OC(C)(C)C)=O)C(OC(C)(C)C)=O)[CH2:2][CH2:3][C:4]#[CH:5].[OH-].[K+]. Product: [CH2:1]([C:6]1[N:7]([CH2:34][CH2:35][CH3:36])[N:8]=[C:9]2[C:18]=1[C:17]1[CH:16]=[CH:15][CH:14]=[CH:13][C:12]=1[N:11]=[C:10]2[NH2:19])[CH2:2][CH2:3][C:4]#[CH:5]. The catalyst class is: 502. (5) Reactant: [C:1]([OH:24])(=[O:23])[CH2:2][CH2:3][CH2:4][CH2:5][CH2:6][CH2:7][CH2:8][CH2:9][CH2:10][CH2:11][CH2:12][CH2:13][CH2:14][CH2:15][CH2:16][CH2:17][CH2:18][CH2:19][CH2:20][CH2:21][CH3:22].[CH2:25]([OH:32])[C@@H:26]([C@@H:28]([CH2:30][OH:31])O)[OH:27].[C:33]1([CH3:40])[C:34]([CH3:39])=[CH:35][CH:36]=[CH:37][CH:38]=1.S(=O)(=O)(O)O. Product: [C:1]([O:24][C@H:28]([C@@H:26]([CH2:25][OH:32])[O:27][C:1](=[O:23])[CH2:2][CH2:3][CH2:4][CH2:5][CH2:6][CH2:7][CH2:8][CH2:9][CH2:10][CH2:11][CH2:12][CH2:13][CH2:14][CH2:39][CH2:34][CH2:35][CH2:36][CH2:37][CH2:38][CH2:33][CH3:40])[CH2:30][OH:31])(=[O:23])[CH2:2][CH2:3][CH2:4][CH2:5][CH2:6][CH2:7][CH2:8][CH2:9][CH2:10][CH2:11][CH2:12][CH2:13][CH2:14][CH2:15][CH2:16][CH2:17][CH2:18][CH2:19][CH2:20][CH2:21][CH3:22]. The catalyst class is: 6. (6) Reactant: [Cl-].[C:2]([C:4]1([NH2:8])[CH2:7][CH2:6][CH2:5]1)#[N:3].C(=O)([O-])[O-].[Na+].[Na+].[F:15][C:16]([F:27])([F:26])[C:17]1[CH:25]=[CH:24][CH:23]=[CH:22][C:18]=1[C:19](Cl)=[O:20].Cl. Product: [C:2]([C:4]1([NH:8][C:19](=[O:20])[C:18]2[CH:22]=[CH:23][CH:24]=[CH:25][C:17]=2[C:16]([F:15])([F:26])[F:27])[CH2:7][CH2:6][CH2:5]1)#[N:3]. The catalyst class is: 69. (7) Reactant: [N:1]([CH:4]([C:6]1[CH:15]=[CH:14][C:13]2[C:8](=[CH:9][CH:10]=[CH:11][CH:12]=2)[C:7]=1Br)[CH3:5])=[N+:2]=[N-:3].[F:17][C:18]1[CH:19]=[C:20](B(O)O)[CH:21]=[CH:22][CH:23]=1.C(=O)([O-])[O-].[Na+].[Na+].O. Product: [N:1]([CH:4]([C:6]1[CH:15]=[CH:14][C:13]2[C:8](=[CH:9][CH:10]=[CH:11][CH:12]=2)[C:7]=1[C:22]1[CH:21]=[CH:20][CH:19]=[C:18]([F:17])[CH:23]=1)[CH3:5])=[N+:2]=[N-:3]. The catalyst class is: 660.